This data is from Reaction yield outcomes from USPTO patents with 853,638 reactions. The task is: Predict the reaction yield, written as a fraction of the theoretical maximum amount of product (1.0 means a 100% yield; for example, 0.34 means a 34% yield). (1) The reactants are [CH:1]([N:4]1[C:8]([C:9]2[N:18]=[C:17]3[N:11]([CH2:12][CH2:13][O:14][C:15]4[CH:22]=[C:21](O)[N:20]=[CH:19][C:16]=43)[CH:10]=2)=[N:7][C:6](C)=[N:5]1)([CH3:3])[CH3:2].[CH3:25][O:26][C@H:27]1[CH2:31][CH2:30][NH:29][C@@H:28]1[C:32]([NH2:34])=[O:33]. The catalyst is C(N(CC)CC)C. The product is [CH:1]([N:4]1[C:8]([C:9]2[N:18]=[C:17]3[C:16]4[CH:19]=[N:20][C:21]([N:29]5[CH2:30][CH2:31][C@H:27]([O:26][CH3:25])[C@H:28]5[C:32]([NH2:34])=[O:33])=[CH:22][C:15]=4[O:14][CH2:13][CH2:12][N:11]3[CH:10]=2)=[N:7][CH:6]=[N:5]1)([CH3:2])[CH3:3]. The yield is 0.270. (2) The reactants are [CH2:1]([Sn:5](Cl)([CH2:10][CH2:11][CH2:12][CH3:13])[CH2:6][CH2:7][CH2:8][CH3:9])[CH2:2][CH2:3][CH3:4].[CH3:15][O:16][C:17]1[CH:22]=[CH:21][C:20]([Mg]Br)=[CH:19][CH:18]=1. The catalyst is C1COCC1. The product is [CH3:15][O:16][C:17]1[CH:22]=[CH:21][C:20]([Sn:5]([CH2:6][CH2:7][CH2:8][CH3:9])([CH2:10][CH2:11][CH2:12][CH3:13])[CH2:1][CH2:2][CH2:3][CH3:4])=[CH:19][CH:18]=1. The yield is 0.800. (3) The reactants are C[N:2]1[CH:7]=[C:6]([N+]([O-])=O)[CH:5]=[C:4]([N+:11]([O-:13])=[O:12])[C:3]1=O.[CH3:15][CH:16](C)[C:17](=O)C.N. The catalyst is CO. The product is [CH:16]([C:7]1[CH:6]=[CH:5][C:4]([N+:11]([O-:13])=[O:12])=[CH:3][N:2]=1)([CH3:17])[CH3:15]. The yield is 0.280. (4) The reactants are Cl[C:2]1[C:11]([F:12])=[CH:10][C:9]2[C:4](=[CH:5][C:6]([O:13][CH3:14])=[CH:7][CH:8]=2)[N:3]=1.[CH3:15][Mg]Br.[Cl-].[NH4+].[OH-].[Na+]. The catalyst is C1COCC1.[Cu]Br. The product is [F:12][C:11]1[C:2]([CH3:15])=[N:3][C:4]2[C:9]([CH:10]=1)=[CH:8][CH:7]=[C:6]([O:13][CH3:14])[CH:5]=2. The yield is 0.910.